Task: Predict the product of the given reaction.. Dataset: Forward reaction prediction with 1.9M reactions from USPTO patents (1976-2016) (1) Given the reactants [NH2:1][C:2]1[CH:3]=[CH:4][C:5]([O:8][CH3:9])=[N:6][CH:7]=1.C(N(CC)CC)C.[F:17][C:18]1[CH:19]=[N:20][C:21]([O:27][C:28]2[CH:33]=[CH:32][CH:31]=[C:30]([S:34][CH3:35])[CH:29]=2)=[C:22]([CH:26]=1)[C:23](O)=[O:24].Cl.CN(C)CCCN=C=NCC.ON1C2C=CC=CC=2N=N1, predict the reaction product. The product is: [F:17][C:18]1[CH:19]=[N:20][C:21]([O:27][C:28]2[CH:33]=[CH:32][CH:31]=[C:30]([S:34][CH3:35])[CH:29]=2)=[C:22]([CH:26]=1)[C:23]([NH:1][C:2]1[CH:7]=[N:6][C:5]([O:8][CH3:9])=[CH:4][CH:3]=1)=[O:24]. (2) Given the reactants Cl[C:2]1[N:10]=[C:9]2[C:5]([N:6]=[CH:7][NH:8]2)=[C:4]([N:11]2[CH2:16][CH2:15][O:14][CH2:13][C@H:12]2[CH3:17])[N:3]=1.C(N(C(C)C)CC)(C)C.Cl.[CH3:28][C@@H:29]1[CH2:34][O:33][CH2:32][CH2:31][NH:30]1, predict the reaction product. The product is: [CH3:28][C@@H:29]1[CH2:34][O:33][CH2:32][CH2:31][N:30]1[C:2]1[N:10]=[C:9]2[C:5]([N:6]=[CH:7][NH:8]2)=[C:4]([N:11]2[CH2:16][CH2:15][O:14][CH2:13][C@H:12]2[CH3:17])[N:3]=1. (3) Given the reactants [OH:1][C:2]([CH2:34][CH2:35][CH3:36])([CH2:31][CH2:32][CH3:33])[CH2:3][CH2:4][C:5]1[CH:6]=[C:7]([C@@H:11]([O:26][Si](C)(C)C)[C@@H:12]([CH3:25])[CH2:13][N:14]2[C:22](=[O:23])[C:21]3[C:16](=[CH:17][CH:18]=[CH:19][CH:20]=3)[C:15]2=[O:24])[CH:8]=[CH:9][CH:10]=1.FC(F)(F)C(O)=O, predict the reaction product. The product is: [OH:26][C@H:11]([C:7]1[CH:8]=[CH:9][CH:10]=[C:5]([CH2:4][CH2:3][C:2]([OH:1])([CH2:34][CH2:35][CH3:36])[CH2:31][CH2:32][CH3:33])[CH:6]=1)[C@@H:12]([CH3:25])[CH2:13][N:14]1[C:22](=[O:23])[C:21]2[C:16](=[CH:17][CH:18]=[CH:19][CH:20]=2)[C:15]1=[O:24]. (4) Given the reactants Cl[C:2]1[C:11]2[C:6](=[CH:7][C:8]([O:14][CH3:15])=[C:9]([O:12][CH3:13])[CH:10]=2)[N:5]=[CH:4][C:3]=1[C:16]#[N:17].[F:18][C:19]1[CH:24]=[C:23]([N+:25]([O-:27])=[O:26])[CH:22]=[CH:21][C:20]=1[OH:28].C(=O)([O-])[O-].[K+].[K+], predict the reaction product. The product is: [F:18][C:19]1[CH:24]=[C:23]([N+:25]([O-:27])=[O:26])[CH:22]=[CH:21][C:20]=1[O:28][C:2]1[C:11]2[C:6](=[CH:7][C:8]([O:14][CH3:15])=[C:9]([O:12][CH3:13])[CH:10]=2)[N:5]=[CH:4][C:3]=1[C:16]#[N:17]. (5) Given the reactants [CH2:1]([N:3]([CH2:24][CH3:25])[C:4]([CH:6]1[C:18]2[C:17]3[C:12](=[CH:13][CH:14]=[CH:15][CH:16]=3)[NH:11][C:10]=2[C:9]2[CH:19]=[CH:20][CH:21]=[C:22]([F:23])[C:8]=2[S:7]1)=[O:5])[CH3:2].S(C1C=CC(C)=CC=1)(O[CH2:30][CH2:31][F:32])(=O)=O.[H-].[Na+], predict the reaction product. The product is: [CH2:24]([N:3]([CH2:1][CH3:2])[C:4]([CH:6]1[C:18]2[C:17]3[C:12](=[CH:13][CH:14]=[CH:15][CH:16]=3)[N:11]([CH2:30][CH2:31][F:32])[C:10]=2[C:9]2[CH:19]=[CH:20][CH:21]=[C:22]([F:23])[C:8]=2[S:7]1)=[O:5])[CH3:25]. (6) Given the reactants [NH2:1][C:2]1[CH:7]=[CH:6][C:5]([Br:8])=[CH:4][C:3]=1[C:9]([C:17]1[CH:22]=[CH:21][CH:20]=[CH:19][CH:18]=1)=[N:10][S:11]([C:13]([CH3:16])([CH3:15])[CH3:14])=[O:12].[BH4-].[Na+].O, predict the reaction product. The product is: [NH2:1][C:2]1[CH:7]=[CH:6][C:5]([Br:8])=[CH:4][C:3]=1[CH:9]([NH:10][S:11]([C:13]([CH3:16])([CH3:15])[CH3:14])=[O:12])[C:17]1[CH:22]=[CH:21][CH:20]=[CH:19][CH:18]=1.